From a dataset of Reaction yield outcomes from USPTO patents with 853,638 reactions. Predict the reaction yield, written as a fraction of the theoretical maximum amount of product (1.0 means a 100% yield; for example, 0.34 means a 34% yield). The reactants are C(OC([NH:8][C@@H:9]1[CH2:16][N:15]2[C:17]3[CH:18]=[C:19]([C:30]([O:32][CH3:33])=[O:31])[CH:20]=[CH:21][C:22]=3[C:23]([CH:24]3[CH2:29][CH2:28][CH2:27][CH2:26][CH2:25]3)=[C:14]2[C:13]2[CH:34]=[CH:35][CH:36]=[CH:37][C:12]=2[O:11][CH2:10]1)=O)(C)(C)C.C(O)(C(F)(F)F)=O.C([O-])(O)=O.[Na+]. The catalyst is C(Cl)Cl. The product is [NH2:8][C@@H:9]1[CH2:16][N:15]2[C:17]3[CH:18]=[C:19]([C:30]([O:32][CH3:33])=[O:31])[CH:20]=[CH:21][C:22]=3[C:23]([CH:24]3[CH2:29][CH2:28][CH2:27][CH2:26][CH2:25]3)=[C:14]2[C:13]2[CH:34]=[CH:35][CH:36]=[CH:37][C:12]=2[O:11][CH2:10]1. The yield is 1.00.